Dataset: Catalyst prediction with 721,799 reactions and 888 catalyst types from USPTO. Task: Predict which catalyst facilitates the given reaction. (1) The catalyst class is: 6. Reactant: CO[CH:3]1[C:11]2[C:6](=[C:7]([P:12]([C:19]3[CH:27]=[CH:26][CH:25]=[C:24]4[C:20]=3[CH2:21][CH:22]([CH3:30])[CH:23]4OC)[C:13]3[CH:18]=[CH:17][CH:16]=[CH:15][CH:14]=3)[CH:8]=[CH:9][CH:10]=2)[CH2:5][CH:4]1[CH3:31].Cl.CO. Product: [CH3:30][C:22]1[CH2:21][C:20]2[C:24]([CH:23]=1)=[CH:25][CH:26]=[CH:27][C:19]=2[P:12]([C:7]1[CH:8]=[CH:9][CH:10]=[C:11]2[C:6]=1[CH2:5][C:4]([CH3:31])=[CH:3]2)[C:13]1[CH:18]=[CH:17][CH:16]=[CH:15][CH:14]=1. (2) Reactant: [Cl:1][C:2]1[CH:3]=[C:4]([C@@:8]([C@@H:24]2[CH2:29][CH2:28][CH2:27][N:26]([C:30]([O:32][C:33]([CH3:36])([CH3:35])[CH3:34])=[O:31])[CH2:25]2)([O:10][CH2:11][CH2:12][N:13]2C(=O)C3C(=CC=CC=3)C2=O)[CH3:9])[CH:5]=[CH:6][CH:7]=1.O.NN. Product: [NH2:13][CH2:12][CH2:11][O:10][C@:8]([C@@H:24]1[CH2:29][CH2:28][CH2:27][N:26]([C:30]([O:32][C:33]([CH3:36])([CH3:35])[CH3:34])=[O:31])[CH2:25]1)([C:4]1[CH:5]=[CH:6][CH:7]=[C:2]([Cl:1])[CH:3]=1)[CH3:9]. The catalyst class is: 8.